This data is from Peptide-MHC class I binding affinity with 185,985 pairs from IEDB/IMGT. The task is: Regression. Given a peptide amino acid sequence and an MHC pseudo amino acid sequence, predict their binding affinity value. This is MHC class I binding data. The binding affinity (normalized) is 0.0847. The peptide sequence is PLFKRGWRL. The MHC is HLA-B39:01 with pseudo-sequence HLA-B39:01.